This data is from Forward reaction prediction with 1.9M reactions from USPTO patents (1976-2016). The task is: Predict the product of the given reaction. (1) Given the reactants [NH2:1][C:2]1[CH:3]=[C:4]([CH:8]=[CH:9][C:10]=1[CH2:11][CH:12](OC)OC)[C:5]([NH2:7])=[O:6].[C:17]([N:20]1[C:29]2[C:24](=[CH:25][C:26]([O:39][CH3:40])=[C:27]([CH2:30][CH2:31][N:32]3[CH2:37][CH2:36][C:35](=O)[CH2:34][CH2:33]3)[CH:28]=2)[CH2:23][CH2:22][CH2:21]1)(=[O:19])[CH3:18].S([O-])([O-])(=O)=O.[Na+].[Na+].C(O[BH-](OC(=O)C)OC(=O)C)(=O)C.[Na+], predict the reaction product. The product is: [C:17]([N:20]1[C:29]2[C:24](=[CH:25][C:26]([O:39][CH3:40])=[C:27]([CH2:30][CH2:31][N:32]3[CH2:37][CH2:36][CH:35]([N:1]4[C:2]5[C:10](=[CH:9][CH:8]=[C:4]([C:5]([NH2:7])=[O:6])[CH:3]=5)[CH:11]=[CH:12]4)[CH2:34][CH2:33]3)[CH:28]=2)[CH2:23][CH2:22][CH2:21]1)(=[O:19])[CH3:18]. (2) Given the reactants [CH3:1][O:2][C:3]1[CH:8]=[CH:7][C:6]([C:9]2[CH:13]=[C:12]([C:14]3[CH:19]=[CH:18][CH:17]=[CH:16][CH:15]=3)[NH:11][C:10]=2[C:20]([NH:22][CH2:23][C:24]2[CH:32]=[CH:31][C:27]([C:28](O)=[O:29])=[CH:26][CH:25]=2)=[O:21])=[CH:5][CH:4]=1.Cl.C([S:53][CH2:54][CH2:55][NH2:56])(C1C=CC=CC=1)(C1C=CC=CC=1)C1C=CC=CC=1, predict the reaction product. The product is: [CH3:1][O:2][C:3]1[CH:8]=[CH:7][C:6]([C:9]2[CH:13]=[C:12]([C:14]3[CH:19]=[CH:18][CH:17]=[CH:16][CH:15]=3)[NH:11][C:10]=2[C:20]([NH:22][CH2:23][C:24]2[CH:25]=[CH:26][C:27]([C:28]([NH:56][CH2:55][CH2:54][SH:53])=[O:29])=[CH:31][CH:32]=2)=[O:21])=[CH:5][CH:4]=1. (3) Given the reactants Br[C:2]1[CH:7]=[C:6]([C:8](OC)([O:10]C)[CH3:9])[CH:5]=[C:4]([C:14]([CH3:17])([CH3:16])[CH3:15])[C:3]=1[O:18][CH3:19].C([Li])CCC.B(OC)(OC)[O:26]C.[OH-].[Na+].OO.Cl, predict the reaction product. The product is: [C:14]([C:4]1[CH:5]=[C:6]([C:8](=[O:10])[CH3:9])[CH:7]=[C:2]([OH:26])[C:3]=1[O:18][CH3:19])([CH3:17])([CH3:16])[CH3:15]. (4) Given the reactants Cl[C:2]1[CH:7]=[C:6]([N:8]2[CH:12]=[C:11]([C:13]3[CH:18]=[CH:17][CH:16]=[CH:15][C:14]=3[Cl:19])[C:10]([C:20]3[N:24]=[CH:23][NH:22][N:21]=3)=[N:9]2)[CH:5]=[CH:4][N:3]=1.[C:25]([NH2:28])(=[O:27])[CH3:26].CC1(C)C2C(=C(P(C3C=CC=CC=3)C3C=CC=CC=3)C=CC=2)OC2C(P(C3C=CC=CC=3)C3C=CC=CC=3)=CC=CC1=2.C(=O)([O-])[O-].[Cs+].[Cs+], predict the reaction product. The product is: [Cl:19][C:14]1[CH:15]=[CH:16][CH:17]=[CH:18][C:13]=1[C:11]1[C:10]([C:20]2[N:24]=[CH:23][NH:22][N:21]=2)=[N:9][N:8]([C:6]2[CH:5]=[CH:4][N:3]=[C:2]([NH:28][C:25](=[O:27])[CH3:26])[CH:7]=2)[CH:12]=1. (5) Given the reactants [Br:1][C:2]1[CH:11]=[C:10]2[C:5]([C:6](O)=[C:7]([NH:12][C:13](=O)[CH2:14][CH2:15][CH3:16])[CH:8]=[N:9]2)=[CH:4][CH:3]=1.P12(SP3(SP(SP(S3)(S1)=S)(=S)S2)=S)=[S:20], predict the reaction product. The product is: [Br:1][C:2]1[CH:3]=[CH:4][C:5]2[C:6]3[S:20][C:13]([CH2:14][CH2:15][CH3:16])=[N:12][C:7]=3[CH:8]=[N:9][C:10]=2[CH:11]=1. (6) Given the reactants [O:1]1[CH:5]=[CH:4][CH:3]=[C:2]1[C:6]1[NH:11][C:10](=[O:12])[C:9]([C:13](N)=[O:14])=[CH:8][C:7]=1[C:16]1[CH:21]=[CH:20][N:19]=[CH:18][N:17]=1.[OH-:22].[K+].Cl, predict the reaction product. The product is: [O:1]1[CH:5]=[CH:4][CH:3]=[C:2]1[C:6]1[NH:11][C:10](=[O:12])[C:9]([C:13]([OH:22])=[O:14])=[CH:8][C:7]=1[C:16]1[CH:21]=[CH:20][N:19]=[CH:18][N:17]=1. (7) Given the reactants [O:1]1[CH:5]=[CH:4][CH:3]=[C:2]1[C:6]1[CH:30]=[CH:29][C:9]2[C:10]3[CH:16]=[C:15]([S:17]([NH:20][C@H:21]([CH:26]([CH3:28])[CH3:27])[C:22]([O:24][CH3:25])=[O:23])(=[O:19])=[O:18])[CH:14]=[CH:13][C:11]=3[S:12][C:8]=2[CH:7]=1.[Cl:31]N1C(=O)CCC1=O.C(O)(C(F)(F)F)=O.CS(C)=O, predict the reaction product. The product is: [Cl:31][C:5]1[O:1][C:2]([C:6]2[CH:30]=[CH:29][C:9]3[C:10]4[CH:16]=[C:15]([S:17]([NH:20][C@H:21]([CH:26]([CH3:28])[CH3:27])[C:22]([O:24][CH3:25])=[O:23])(=[O:18])=[O:19])[CH:14]=[CH:13][C:11]=4[S:12][C:8]=3[CH:7]=2)=[CH:3][CH:4]=1. (8) Given the reactants Cl[C:2](=[O:8])[C:3]([O:5][CH2:6][CH3:7])=[O:4].C(N(CC)CC)C.[CH3:16][N:17]([CH3:25])/[CH:18]=[CH:19]/[C:20]([O:22][CH2:23][CH3:24])=[O:21].[Cl-].[Na+], predict the reaction product. The product is: [CH2:23]([O:22][C:20](=[O:21])[C:19](=[CH:18][N:17]([CH3:25])[CH3:16])[C:2](=[O:8])[C:3]([O:5][CH2:6][CH3:7])=[O:4])[CH3:24].